Predict the reactants needed to synthesize the given product. From a dataset of Retrosynthesis with 50K atom-mapped reactions and 10 reaction types from USPTO. Given the product Cc1ccc(S(=O)(=O)NC(=S)Nc2ccc(Cl)cc2)cc1, predict the reactants needed to synthesize it. The reactants are: Cc1ccc(S(N)(=O)=O)cc1.S=C=Nc1ccc(Cl)cc1.